This data is from Reaction yield outcomes from USPTO patents with 853,638 reactions. The task is: Predict the reaction yield, written as a fraction of the theoretical maximum amount of product (1.0 means a 100% yield; for example, 0.34 means a 34% yield). (1) The yield is 0.120. The reactants are [CH2:1]([N:3]([C:12](=[NH:15])SC)[NH:4][C:5]([O:7][C:8]([CH3:11])([CH3:10])[CH3:9])=[O:6])[CH3:2].C([N:19]([CH:22](C)C)CC)(C)C.O.C[N:27](C)C=O. No catalyst specified. The product is [CH2:1]([N:3]([C:12]1[NH:15][N:19]=[CH:22][N:27]=1)[NH:4][C:5]([O:7][C:8]([CH3:11])([CH3:10])[CH3:9])=[O:6])[CH3:2]. (2) The reactants are [CH:1]([C:3]1[CH:8]=[CH:7][CH:6]=[CH:5][C:4]=1[NH:9][C:10](=[O:13])[O:11][CH3:12])=O.S([O-])([O-])(=O)=O.[Mg+2].[CH2:20]([NH2:23])[CH:21]=[CH2:22]. The yield is 0.990. The catalyst is C(Cl)(Cl)Cl. The product is [CH2:20]([N:23]=[CH:1][C:3]1[CH:8]=[CH:7][CH:6]=[CH:5][C:4]=1[NH:9][C:10](=[O:13])[O:11][CH3:12])[CH:21]=[CH2:22]. (3) The reactants are N([O-])=O.[Na+].CC1(C)N([O])C(C)(C)CCC1.CC(O[Na])=[O:18].[F:21][C:22]([F:42])([CH:25]([F:41])[O:26][C:27]([F:40])([F:39])[C:28]([F:38])([F:37])[C:29]([F:36])([F:35])[O:30][C:31]([F:34])([F:33])[F:32])[CH2:23][OH:24].O=O. The catalyst is C(O)(=O)C. The product is [F:21][C:22]([F:42])([CH:25]([F:41])[O:26][C:27]([F:40])([F:39])[C:28]([F:37])([F:38])[C:29]([F:35])([F:36])[O:30][C:31]([F:32])([F:33])[F:34])[C:23]([OH:18])=[O:24]. The yield is 0.680. (4) The reactants are O1C2C=CC=CC=2OB1.[Br:10][C:11]1[C:12]([N:27]2[CH2:32][CH2:31][C:30]([F:34])([CH3:33])[CH2:29][CH2:28]2)=[C:13]([C:19](=[O:26])[C:20]([O:22][CH:23]([CH3:25])[CH3:24])=[O:21])[C:14]([CH3:18])=[N:15][C:16]=1[CH3:17].CB1N2CCC[C@@H]2C(C2C=CC=CC=2)(C2C=CC=CC=2)O1. The catalyst is C1(C)C=CC=CC=1. The product is [Br:10][C:11]1[C:12]([N:27]2[CH2:28][CH2:29][C:30]([F:34])([CH3:33])[CH2:31][CH2:32]2)=[C:13]([C@H:19]([OH:26])[C:20]([O:22][CH:23]([CH3:25])[CH3:24])=[O:21])[C:14]([CH3:18])=[N:15][C:16]=1[CH3:17]. The yield is 0.950. (5) The reactants are Br[C:2]1[CH:7]=[CH:6][N:5]=[C:4]([C:8]([CH3:11])([CH3:10])[CH3:9])[CH:3]=1.[Li]CCCC.C(O[B:21]1[O:25][C:24]([CH3:27])([CH3:26])[C:23]([CH3:29])([CH3:28])[O:22]1)(C)C. The catalyst is C1COCC1. The product is [C:8]([C:4]1[CH:3]=[C:2]([B:21]2[O:25][C:24]([CH3:27])([CH3:26])[C:23]([CH3:29])([CH3:28])[O:22]2)[CH:7]=[CH:6][N:5]=1)([CH3:11])([CH3:10])[CH3:9]. The yield is 0.0600.